Dataset: Full USPTO retrosynthesis dataset with 1.9M reactions from patents (1976-2016). Task: Predict the reactants needed to synthesize the given product. (1) The reactants are: [C:1]([C:3]1[N:4]=[C:5]([O:17][CH3:18])[C:6]([NH:9][CH2:10][CH:11]2[CH2:16][CH2:15][NH:14][CH2:13][CH2:12]2)=[N:7][CH:8]=1)#[N:2].[CH2:19]([O:26][C:27](ON1C(=O)CCC1=O)=[O:28])[C:20]1[CH:25]=[CH:24][CH:23]=[CH:22][CH:21]=1. Given the product [CH2:19]([O:26][C:27]([N:14]1[CH2:15][CH2:16][CH:11]([CH2:10][NH:9][C:6]2[C:5]([O:17][CH3:18])=[N:4][C:3]([C:1]#[N:2])=[CH:8][N:7]=2)[CH2:12][CH2:13]1)=[O:28])[C:20]1[CH:25]=[CH:24][CH:23]=[CH:22][CH:21]=1, predict the reactants needed to synthesize it. (2) Given the product [CH3:1][CH2:2][C@H:3]1[O:18][C:16](=[O:17])[C@H:15]([CH3:19])[C@@H:14]([O:20][C@@H:21]2[O:26][C@@H:25]([CH3:27])[C@H:24]([OH:28])[C@@:23]([O:30][CH3:31])([CH3:29])[CH2:22]2)[C@H:13]([CH3:32])[C@@H:12]([O:33][C@@H:34]2[O:39][C@H:38]([CH3:40])[CH2:37][C@H:36]([N:41]([CH3:42])[CH3:43])[C@H:35]2[OH:44])[C@@:11]([O:46][CH3:47])([CH3:45])[CH2:10][C@@H:9]([CH3:48])[C:7](=[O:8])[C@H:6]([CH3:49])[C@@H:5]([OH:50])[C@@:4]1([OH:52])[CH3:51].[S:54]([O-:57])(=[O:56])(=[O:55])[CH3:53], predict the reactants needed to synthesize it. The reactants are: [CH3:1][CH2:2][C@H:3]1[O:18][C:16](=[O:17])[C@H:15]([CH3:19])[C@@H:14]([O:20][C@@H:21]2[O:26][C@@H:25]([CH3:27])[C@H:24]([OH:28])[C@@:23]([O:30][CH3:31])([CH3:29])[CH2:22]2)[C@H:13]([CH3:32])[C@@H:12]([O:33][C@@H:34]2[O:39][C@H:38]([CH3:40])[CH2:37][C@H:36]([N:41]([CH3:43])[CH3:42])[C@H:35]2[OH:44])[C@@:11]([O:46][CH3:47])([CH3:45])[CH2:10][C@@H:9]([CH3:48])[C:7](=[O:8])[C@H:6]([CH3:49])[C@@H:5]([OH:50])[C@@:4]1([OH:52])[CH3:51].[CH3:53][S:54]([OH:57])(=[O:56])=[O:55].